From a dataset of NCI-60 drug combinations with 297,098 pairs across 59 cell lines. Regression. Given two drug SMILES strings and cell line genomic features, predict the synergy score measuring deviation from expected non-interaction effect. (1) Drug 1: C1=NC2=C(N1)C(=S)N=C(N2)N. Drug 2: CS(=O)(=O)OCCCCOS(=O)(=O)C. Cell line: SK-MEL-5. Synergy scores: CSS=32.2, Synergy_ZIP=0.872, Synergy_Bliss=3.57, Synergy_Loewe=-13.0, Synergy_HSA=1.03. (2) Synergy scores: CSS=39.6, Synergy_ZIP=-12.2, Synergy_Bliss=-12.1, Synergy_Loewe=-10.1, Synergy_HSA=-5.87. Drug 2: C1=CC(=CC=C1CCCC(=O)O)N(CCCl)CCCl. Drug 1: COC1=CC(=CC(=C1O)OC)C2C3C(COC3=O)C(C4=CC5=C(C=C24)OCO5)OC6C(C(C7C(O6)COC(O7)C8=CC=CS8)O)O. Cell line: MCF7. (3) Drug 1: CC1CCC2CC(C(=CC=CC=CC(CC(C(=O)C(C(C(=CC(C(=O)CC(OC(=O)C3CCCCN3C(=O)C(=O)C1(O2)O)C(C)CC4CCC(C(C4)OC)OCCO)C)C)O)OC)C)C)C)OC. Drug 2: C(CN)CNCCSP(=O)(O)O. Cell line: HS 578T. Synergy scores: CSS=11.2, Synergy_ZIP=0.409, Synergy_Bliss=7.55, Synergy_Loewe=-15.8, Synergy_HSA=1.98. (4) Drug 1: C1CC(=O)NC(=O)C1N2CC3=C(C2=O)C=CC=C3N. Drug 2: CC1=C(C=C(C=C1)C(=O)NC2=CC(=CC(=C2)C(F)(F)F)N3C=C(N=C3)C)NC4=NC=CC(=N4)C5=CN=CC=C5. Cell line: RXF 393. Synergy scores: CSS=5.93, Synergy_ZIP=-0.470, Synergy_Bliss=3.42, Synergy_Loewe=0.539, Synergy_HSA=0.555. (5) Drug 1: CC1=C2C(C(=O)C3(C(CC4C(C3C(C(C2(C)C)(CC1OC(=O)C(C(C5=CC=CC=C5)NC(=O)OC(C)(C)C)O)O)OC(=O)C6=CC=CC=C6)(CO4)OC(=O)C)OC)C)OC. Drug 2: CNC(=O)C1=NC=CC(=C1)OC2=CC=C(C=C2)NC(=O)NC3=CC(=C(C=C3)Cl)C(F)(F)F. Cell line: 786-0. Synergy scores: CSS=64.6, Synergy_ZIP=2.46, Synergy_Bliss=1.40, Synergy_Loewe=0.141, Synergy_HSA=5.47. (6) Drug 1: CC1=C(C=C(C=C1)NC2=NC=CC(=N2)N(C)C3=CC4=NN(C(=C4C=C3)C)C)S(=O)(=O)N.Cl. Drug 2: C1C(C(OC1N2C=NC(=NC2=O)N)CO)O. Cell line: SF-295. Synergy scores: CSS=7.11, Synergy_ZIP=-4.10, Synergy_Bliss=-4.90, Synergy_Loewe=-2.66, Synergy_HSA=-3.10. (7) Drug 2: C1CCC(C(C1)N)N.C(=O)(C(=O)[O-])[O-].[Pt+4]. Drug 1: CC(CN1CC(=O)NC(=O)C1)N2CC(=O)NC(=O)C2. Synergy scores: CSS=14.7, Synergy_ZIP=-7.12, Synergy_Bliss=-8.35, Synergy_Loewe=-19.9, Synergy_HSA=-7.44. Cell line: HCC-2998.